This data is from NCI-60 drug combinations with 297,098 pairs across 59 cell lines. The task is: Regression. Given two drug SMILES strings and cell line genomic features, predict the synergy score measuring deviation from expected non-interaction effect. (1) Drug 1: CCC1=CC2CC(C3=C(CN(C2)C1)C4=CC=CC=C4N3)(C5=C(C=C6C(=C5)C78CCN9C7C(C=CC9)(C(C(C8N6C)(C(=O)OC)O)OC(=O)C)CC)OC)C(=O)OC.C(C(C(=O)O)O)(C(=O)O)O. Drug 2: CC(C)NC(=O)C1=CC=C(C=C1)CNNC.Cl. Cell line: PC-3. Synergy scores: CSS=24.7, Synergy_ZIP=0.210, Synergy_Bliss=1.06, Synergy_Loewe=-41.2, Synergy_HSA=-1.32. (2) Drug 1: C1=CC(=CC=C1CCCC(=O)O)N(CCCl)CCCl. Drug 2: COC1=NC(=NC2=C1N=CN2C3C(C(C(O3)CO)O)O)N. Cell line: NCIH23. Synergy scores: CSS=36.6, Synergy_ZIP=0.374, Synergy_Bliss=-1.17, Synergy_Loewe=-17.6, Synergy_HSA=-1.87. (3) Drug 1: CC(C)NC(=O)C1=CC=C(C=C1)CNNC.Cl. Drug 2: C1CCC(C(C1)N)N.C(=O)(C(=O)[O-])[O-].[Pt+4]. Cell line: CAKI-1. Synergy scores: CSS=7.48, Synergy_ZIP=-14.0, Synergy_Bliss=-23.1, Synergy_Loewe=-34.1, Synergy_HSA=-20.7. (4) Drug 1: CCC1=CC2CC(C3=C(CN(C2)C1)C4=CC=CC=C4N3)(C5=C(C=C6C(=C5)C78CCN9C7C(C=CC9)(C(C(C8N6C)(C(=O)OC)O)OC(=O)C)CC)OC)C(=O)OC.C(C(C(=O)O)O)(C(=O)O)O. Synergy scores: CSS=49.2, Synergy_ZIP=-2.63, Synergy_Bliss=-2.53, Synergy_Loewe=-9.29, Synergy_HSA=1.47. Cell line: 786-0. Drug 2: CC1=C2C(C(=O)C3(C(CC4C(C3C(C(C2(C)C)(CC1OC(=O)C(C(C5=CC=CC=C5)NC(=O)OC(C)(C)C)O)O)OC(=O)C6=CC=CC=C6)(CO4)OC(=O)C)O)C)O. (5) Drug 1: CC12CCC(CC1=CCC3C2CCC4(C3CC=C4C5=CN=CC=C5)C)O. Drug 2: CC12CCC3C(C1CCC2=O)CC(=C)C4=CC(=O)C=CC34C. Cell line: NCI-H522. Synergy scores: CSS=25.5, Synergy_ZIP=0.588, Synergy_Bliss=0.710, Synergy_Loewe=-7.91, Synergy_HSA=0.490. (6) Drug 1: CC(CN1CC(=O)NC(=O)C1)N2CC(=O)NC(=O)C2. Drug 2: CC1=C(C(=O)C2=C(C1=O)N3CC4C(C3(C2COC(=O)N)OC)N4)N. Cell line: SNB-75. Synergy scores: CSS=23.8, Synergy_ZIP=-6.04, Synergy_Bliss=-4.26, Synergy_Loewe=-59.8, Synergy_HSA=-3.25. (7) Drug 1: C1=CC(=CC=C1C#N)C(C2=CC=C(C=C2)C#N)N3C=NC=N3. Drug 2: C1=NC(=NC(=O)N1C2C(C(C(O2)CO)O)O)N. Cell line: A549. Synergy scores: CSS=2.28, Synergy_ZIP=1.56, Synergy_Bliss=2.57, Synergy_Loewe=-5.11, Synergy_HSA=-5.08.